Dataset: Forward reaction prediction with 1.9M reactions from USPTO patents (1976-2016). Task: Predict the product of the given reaction. (1) Given the reactants [Br:1][C:2]1[C:3]([CH:11]([F:13])[F:12])=[CH:4][C:5]([F:10])=[C:6]([CH2:8]O)[CH:7]=1.[Br:14]P(Br)Br, predict the reaction product. The product is: [Br:1][C:2]1[CH:7]=[C:6]([CH2:8][Br:14])[C:5]([F:10])=[CH:4][C:3]=1[CH:11]([F:13])[F:12]. (2) Given the reactants [NH:1]1[CH2:6][CH2:5][CH:4]([NH:7][C:8]2[N:12]([CH2:13][C:14]3[C:23]4[C:18](=[CH:19][CH:20]=[CH:21][CH:22]=4)[N:17]=[CH:16][CH:15]=3)[C:11]3[CH:24]=[CH:25][CH:26]=[CH:27][C:10]=3[N:9]=2)[CH2:3][CH2:2]1.Cl[CH2:29][C:30]#[N:31].[I-].[K+].C(=O)([O-])[O-].[K+].[K+], predict the reaction product. The product is: [N:17]1[C:18]2[C:23](=[CH:22][CH:21]=[CH:20][CH:19]=2)[C:14]([CH2:13][N:12]2[C:11]3[CH:24]=[CH:25][CH:26]=[CH:27][C:10]=3[N:9]=[C:8]2[NH:7][CH:4]2[CH2:3][CH2:2][N:1]([CH2:29][C:30]#[N:31])[CH2:6][CH2:5]2)=[CH:15][CH:16]=1. (3) Given the reactants [CH2:1]([O:3][C:4]([C:6]1[C:7](=[O:20])[N:8]([C:14]2[CH:19]=[CH:18][CH:17]=[CH:16][CH:15]=2)[C:9]([CH2:12][OH:13])=[CH:10][CH:11]=1)=[O:5])[CH3:2].CC(OI1(OC(C)=O)(OC(C)=O)OC(=O)C2C1=CC=CC=2)=O.C(=O)(O)[O-].[Na+], predict the reaction product. The product is: [CH2:1]([O:3][C:4]([C:6]1[C:7](=[O:20])[N:8]([C:14]2[CH:15]=[CH:16][CH:17]=[CH:18][CH:19]=2)[C:9]([CH:12]=[O:13])=[CH:10][CH:11]=1)=[O:5])[CH3:2]. (4) The product is: [Cl:21][C:22]1[CH:27]=[CH:26][CH:25]=[CH:24][C:23]=1[C:2]1[CH:7]=[CH:6][CH:5]=[CH:4][C:3]=1[CH2:8][C:9]1[S:13][C:12]([NH2:14])=[N:11][N:10]=1. Given the reactants Br[C:2]1[CH:7]=[CH:6][CH:5]=[CH:4][C:3]=1[CH2:8][C:9]1[S:13][C:12]([NH2:14])=[N:11][N:10]=1.C([O-])([O-])=O.[Na+].[Na+].[Cl:21][C:22]1[CH:27]=[CH:26][CH:25]=[CH:24][C:23]=1B(O)O, predict the reaction product.